Dataset: Reaction yield outcomes from USPTO patents with 853,638 reactions. Task: Predict the reaction yield, written as a fraction of the theoretical maximum amount of product (1.0 means a 100% yield; for example, 0.34 means a 34% yield). (1) The yield is 0.190. The reactants are Cl.[NH2:2][CH2:3][CH2:4][CH2:5][NH:6][S:7]([CH3:10])(=[O:9])=[O:8].[NH2:11][C:12]1[C:13]([C:17](Cl)=[N:18][OH:19])=[N:14][O:15][N:16]=1. No catalyst specified. The product is [NH2:11][C:12]1[C:13]([C:17](=[N:18][OH:19])[NH:2][CH2:3][CH2:4][CH2:5][NH:6][S:7]([CH3:10])(=[O:9])=[O:8])=[N:14][O:15][N:16]=1. (2) The reactants are C([O:5][C:6](=O)[CH2:7][CH2:8][C@@H:9]([CH2:25][O:26][S:27]([C:30]1[CH:36]=[CH:35][C:33]([CH3:34])=[CH:32][CH:31]=1)(=[O:29])=[O:28])[CH2:10][C@H:11]1[CH2:15][O:14][C:13]([CH3:17])([CH3:16])[N:12]1[C:18]([O:20][C:21]([CH3:24])([CH3:23])[CH3:22])=[O:19])(C)(C)C.[BH4-].[Na+]. The catalyst is C(Cl)Cl.CCCCCC. The product is [OH:5][CH2:6][CH2:7][CH2:8][C@@H:9]([CH2:25][O:26][S:27]([C:30]1[CH:36]=[CH:35][C:33]([CH3:34])=[CH:32][CH:31]=1)(=[O:28])=[O:29])[CH2:10][C@H:11]1[CH2:15][O:14][C:13]([CH3:16])([CH3:17])[N:12]1[C:18]([O:20][C:21]([CH3:22])([CH3:23])[CH3:24])=[O:19]. The yield is 0.920. (3) The reactants are [ClH:1].Cl.[NH2:3][CH2:4][C@@:5]1([OH:13])[CH:10]2[CH2:11][CH2:12][N:7]([CH2:8][CH2:9]2)[CH2:6]1.C([O-])([O-])=O.[Cs+].[Cs+].N([C:23]1C=[C:27]([C:29]2C=NC=CC=2)[N:26]=[CH:25][N:24]=1)=C=S.C(N=C=[N:40][CH:41](C)C)(C)C. The catalyst is CN(C)C=O. The product is [Cl:1][C:29]1[N:40]=[CH:41][C:25]([NH:24][C:23]2[O:13][C@@:5]3([CH2:4][N:3]=2)[CH:10]2[CH2:9][CH2:8][N:7]([CH2:12][CH2:11]2)[CH2:6]3)=[N:26][CH:27]=1. The yield is 0.350. (4) The reactants are [CH3:1][O:2][C:3](=[O:37])[CH:4]([N:16]1[CH2:21][CH2:20][N:19]([S:22]([C:25]2[CH:30]=[CH:29][CH:28]=[CH:27][C:26]=2[N+:31]([O-:33])=[O:32])(=[O:24])=[O:23])[CH:18]([CH2:34][CH3:35])[C:17]1=O)[CH2:5][C:6]1[CH:15]=[CH:14][C:13]2[C:8](=[CH:9][CH:10]=[CH:11][CH:12]=2)[CH:7]=1.CO. The catalyst is C1COCC1. The product is [CH3:1][O:2][C:3](=[O:37])[CH:4]([N:16]1[CH2:21][CH2:20][N:19]([S:22]([C:25]2[CH:30]=[CH:29][CH:28]=[CH:27][C:26]=2[N+:31]([O-:33])=[O:32])(=[O:23])=[O:24])[CH:18]([CH2:34][CH3:35])[CH2:17]1)[CH2:5][C:6]1[CH:15]=[CH:14][C:13]2[C:8](=[CH:9][CH:10]=[CH:11][CH:12]=2)[CH:7]=1. The yield is 0.680. (5) The reactants are [CH2:1]([N:8]1[N:12]=[N:11][C:10]([CH:13]([CH:19]2[CH2:23][CH2:22][CH2:21][CH2:20]2)[C:14](OCC)=[O:15])=[N:9]1)[C:2]1[CH:7]=[CH:6][CH:5]=[CH:4][CH:3]=1.[H-].C([Al+]CC(C)C)C(C)C.Cl.[NH4+].[Cl-]. The catalyst is C(Cl)Cl. The product is [CH2:1]([N:8]1[N:12]=[N:11][C:10]([CH:13]([CH:19]2[CH2:23][CH2:22][CH2:21][CH2:20]2)[CH:14]=[O:15])=[N:9]1)[C:2]1[CH:3]=[CH:4][CH:5]=[CH:6][CH:7]=1. The yield is 0.350.